This data is from Reaction yield outcomes from USPTO patents with 853,638 reactions. The task is: Predict the reaction yield, written as a fraction of the theoretical maximum amount of product (1.0 means a 100% yield; for example, 0.34 means a 34% yield). (1) The reactants are [Cl:1][C:2]1[N:3]=[CH:4][CH:5]=[C:6]2[CH:10]=[C:9]([CH:11]=O)[NH:8][C:7]=12.[CH:13]1([NH2:18])[CH2:17][CH2:16][CH2:15][CH2:14]1.[BH4-].[Na+]. The catalyst is CO. The product is [ClH:1].[Cl:1][C:2]1[N:3]=[CH:4][CH:5]=[C:6]2[CH:10]=[C:9]([CH2:11][NH:18][CH:13]3[CH2:17][CH2:16][CH2:15][CH2:14]3)[NH:8][C:7]=12. The yield is 0.300. (2) The reactants are [F:1][C:2]1[C:3]([NH:12][C:13]2[CH:18]=[CH:17][C:16]([I:19])=[CH:15][C:14]=2[F:20])=[C:4]([CH:8]=[CH:9][C:10]=1[F:11])[C:5]([OH:7])=O.C1CN([P+](ON2N=NC3C=CC=CC2=3)(N2CCCC2)N2CCCC2)CC1.F[P-](F)(F)(F)(F)F.Cl.[NH:55]1[CH2:58][CH:57]([OH:59])[CH2:56]1.CCN(C(C)C)C(C)C. The catalyst is CN(C=O)C. The product is [F:1][C:2]1[C:3]([NH:12][C:13]2[CH:18]=[CH:17][C:16]([I:19])=[CH:15][C:14]=2[F:20])=[C:4]([C:5]([N:55]2[CH2:58][CH:57]([OH:59])[CH2:56]2)=[O:7])[CH:8]=[CH:9][C:10]=1[F:11]. The yield is 0.870. (3) The reactants are [NH2:1][C:2]1[CH:3]=[N:4][CH:5]=[CH:6][C:7]=1[N:8]1[CH2:13][C@H:12]([CH3:14])[CH2:11][C@H:10]([NH:15][C:16](=[O:22])[O:17][C:18]([CH3:21])([CH3:20])[CH3:19])[CH2:9]1.FC(F)(F)S(O[C:29]1[CH:30]=[CH:31][CH:32]=[C:33]2[C:38]=1[N:37]=[C:36]([C:39]1[C:44]([F:45])=[CH:43][CH:42]=[CH:41][C:40]=1[F:46])[N:35]=[CH:34]2)(=O)=O.C1C=CC(P(C2C(C3C(P(C4C=CC=CC=4)C4C=CC=CC=4)=CC=C4C=3C=CC=C4)=C3C(C=CC=C3)=CC=2)C2C=CC=CC=2)=CC=1.C(=O)([O-])[O-].[Cs+].[Cs+]. The catalyst is O1CCOCC1.C(OCC)(=O)C.C([O-])(=O)C.[Pd+2].C([O-])(=O)C. The product is [F:45][C:44]1[CH:43]=[CH:42][CH:41]=[C:40]([F:46])[C:39]=1[C:36]1[N:35]=[CH:34][C:33]2[C:38](=[C:29]([NH:1][C:2]3[CH:3]=[N:4][CH:5]=[CH:6][C:7]=3[N:8]3[CH2:13][C@H:12]([CH3:14])[CH2:11][C@H:10]([NH:15][C:16](=[O:22])[O:17][C:18]([CH3:21])([CH3:20])[CH3:19])[CH2:9]3)[CH:30]=[CH:31][CH:32]=2)[N:37]=1. The yield is 0.790. (4) The reactants are Br[CH:2]1[C:9]2[CH:10]=[CH:11][CH:12]=[CH:13][C:8]=2[CH2:7][CH:6]([OH:14])[C:5]2[CH:15]=[CH:16][CH:17]=[CH:18][C:4]=2[CH:3]1Br.C([N-]C(C)C)(C)C.[Li+]. The catalyst is O1CCCC1. The product is [CH:18]1[C:4]2[C:3]#[C:2][C:9]3[CH:10]=[CH:11][CH:12]=[CH:13][C:8]=3[CH2:7][CH:6]([OH:14])[C:5]=2[CH:15]=[CH:16][CH:17]=1. The yield is 0.570. (5) The reactants are [F:1][C:2]1[CH:3]=[C:4]2[C:8](=[CH:9][CH:10]=1)[NH:7][C:6](=[O:11])[CH2:5]2.C[Si]([N-][Si](C)(C)C)(C)C.[Li+].[Cl:22][C:23]1[N:28]=[CH:27][C:26]2[C:29](=O)[O:30][CH:31]([CH2:32][CH3:33])[C:25]=2[C:24]=1[Cl:35].Cl. The catalyst is C1COCC1. The product is [Cl:22][C:23]1[N:28]=[CH:27][C:26]2[C:29](=[C:5]3[C:4]4[C:8](=[CH:9][CH:10]=[C:2]([F:1])[CH:3]=4)[NH:7][C:6]3=[O:11])[O:30][CH:31]([CH2:32][CH3:33])[C:25]=2[C:24]=1[Cl:35]. The yield is 0.350. (6) The product is [OH:24][CH2:17][C:18]1[CH:23]=[CH:22][C:21]([NH:27][C:9](=[O:10])[O:11][C:12]([CH3:13])([CH3:14])[CH3:15])=[CH:20][CH:19]=1. The reactants are [C:9](O[C:9]([O:11][C:12]([CH3:15])([CH3:14])[CH3:13])=[O:10])([O:11][C:12]([CH3:15])([CH3:14])[CH3:13])=[O:10].N[CH:17]([OH:24])[C:18]1[CH:23]=[CH:22][CH:21]=[CH:20][CH:19]=1.C([N:27](CC)CC)C. The yield is 0.830. The catalyst is O1CCCC1. (7) The reactants are F[C:2]1[N:7]=[C:6]([C:8]2[C:16]3[C:11](=[CH:12][N:13]=[C:14]([C:17]4[CH:18]=[N:19][N:20]([CH3:22])[CH:21]=4)[CH:15]=3)[N:10](C3CCCCO3)[N:9]=2)[CH:5]=[CH:4][CH:3]=1.[NH2:29][CH2:30][CH:31]1[CH2:36][CH2:35][N:34](C(OC(C)(C)C)=O)[CH2:33][CH2:32]1. No catalyst specified. The product is [CH3:22][N:20]1[CH:21]=[C:17]([C:14]2[CH:15]=[C:16]3[C:8]([C:6]4[N:7]=[C:2]([NH:29][CH2:30][CH:31]5[CH2:36][CH2:35][NH:34][CH2:33][CH2:32]5)[CH:3]=[CH:4][CH:5]=4)=[N:9][NH:10][C:11]3=[CH:12][N:13]=2)[CH:18]=[N:19]1. The yield is 0.550.